Task: Predict the reactants needed to synthesize the given product.. Dataset: Full USPTO retrosynthesis dataset with 1.9M reactions from patents (1976-2016) (1) Given the product [NH2:27][C:3]1[CH:4]=[C:5]([CH:25]=[CH:26][C:2]=1[CH3:1])[C:6]([NH:8][C:9]1[CH:14]=[C:13]([C:15]([F:16])([F:17])[F:18])[CH:12]=[C:11]([N:19]2[CH:23]=[CH:22][N:21]=[C:20]2[CH3:24])[CH:10]=1)=[O:7], predict the reactants needed to synthesize it. The reactants are: [CH3:1][C:2]1[CH:26]=[CH:25][C:5]([C:6]([NH:8][C:9]2[CH:14]=[C:13]([C:15]([F:18])([F:17])[F:16])[CH:12]=[C:11]([N:19]3[CH:23]=[CH:22][N:21]=[C:20]3[CH3:24])[CH:10]=2)=[O:7])=[CH:4][C:3]=1[N+:27]([O-])=O.O.O.Cl[Sn]Cl. (2) Given the product [Cl:1][C:2]1[C:3]([OH:16])=[C:4]([C:11]([NH:17][C:18]2[S:19][CH:20]=[CH:21][N:22]=2)=[O:13])[C:5](=[O:10])[N:6]([CH3:9])[C:7]=1[CH3:8], predict the reactants needed to synthesize it. The reactants are: [Cl:1][C:2]1[C:3]([OH:16])=[C:4]([C:11]([O:13]CC)=O)[C:5](=[O:10])[N:6]([CH3:9])[C:7]=1[CH3:8].[NH2:17][C:18]1[S:19][CH:20]=[CH:21][N:22]=1.BrC1C=CC=CC=1. (3) Given the product [Cl:2][C:3]1[CH:4]=[C:5]([CH:22]=[CH:23][C:24]=1[F:25])[O:6][C:7]1[CH:12]=[CH:11][C:10]([CH2:13][CH:14]([NH:21][C:74]([C:60]2[CH:61]=[C:62]([C:64]3[CH:65]=[CH:66][C:67]([C:70]([F:72])([F:73])[F:71])=[CH:68][CH:69]=3)[CH:63]=[C:58]([Cl:57])[C:59]=2[O:77][CH3:78])=[O:75])[C:15]2[O:19][N:18]=[C:17]([CH3:20])[N:16]=2)=[CH:9][CH:8]=1.[Cl:49][C:44]1[CH:43]=[C:42]([CH:47]=[CH:46][C:45]=1[F:48])[O:41][C:38]1[CH:39]=[CH:40][C:35]([CH2:34][CH:33]([NH:32][C:31]([C:60]2[CH:61]=[C:62]([C:64]3[CH:65]=[CH:66][C:67]([C:70]([F:73])([F:71])[F:72])=[CH:68][CH:69]=3)[CH:63]=[C:58]([Cl:57])[C:59]=2[OH:77])=[O:56])[C:50]2[O:54][N:53]=[C:52]([CH3:55])[N:51]=2)=[CH:36][CH:37]=1, predict the reactants needed to synthesize it. The reactants are: Cl.[Cl:2][C:3]1[CH:4]=[C:5]([CH:22]=[CH:23][C:24]=1[F:25])[O:6][C:7]1[CH:12]=[CH:11][C:10]([CH2:13][CH:14]([NH2:21])[C:15]2[O:19][N:18]=[C:17]([CH3:20])[N:16]=2)=[CH:9][CH:8]=1.C(O[C:31](=[O:56])[NH:32][CH:33]([C:50]1[O:54][N:53]=[C:52]([CH3:55])[N:51]=1)[CH2:34][C:35]1[CH:40]=[CH:39][C:38]([O:41][C:42]2[CH:47]=[CH:46][C:45]([F:48])=[C:44]([Cl:49])[CH:43]=2)=[CH:37][CH:36]=1)(C)(C)C.[Cl:57][C:58]1[C:59]([O:77][CH3:78])=[C:60]([C:74](O)=[O:75])[CH:61]=[C:62]([C:64]2[CH:69]=[CH:68][C:67]([C:70]([F:73])([F:72])[F:71])=[CH:66][CH:65]=2)[CH:63]=1.COC. (4) Given the product [NH2:16][C:4]1[N:5]=[C:6]([N:8]([CH3:15])[C:9]2[CH:14]=[CH:13][CH:12]=[CH:11][CH:10]=2)[N:7]=[C:2]([C:17]#[N:18])[N:3]=1, predict the reactants needed to synthesize it. The reactants are: Cl[C:2]1[N:7]=[C:6]([N:8]([CH3:15])[C:9]2[CH:14]=[CH:13][CH:12]=[CH:11][CH:10]=2)[N:5]=[C:4]([NH2:16])[N:3]=1.[C-:17]#[N:18].[K+]. (5) Given the product [NH2:27][C:18]1[N:19]=[C:1]([CH3:2])[C:4]2[C:9](=[O:10])[CH2:8][CH:7]([C:11]3[O:12][CH:13]=[CH:14][CH:15]=3)[CH2:6][C:5]=2[N:17]=1, predict the reactants needed to synthesize it. The reactants are: [C:1]([CH:4]1[C:9](=[O:10])[CH2:8][CH:7]([C:11]2[O:12][CH:13]=[CH:14][CH:15]=2)[CH2:6][C:5]1=O)(=O)[CH3:2].[NH2:17][C:18]1[N:27]=C(C)C2C(=O)CC(C3C=CC(F)=CC=3)CC=2[N:19]=1.